Dataset: Forward reaction prediction with 1.9M reactions from USPTO patents (1976-2016). Task: Predict the product of the given reaction. (1) Given the reactants [C:1]1([C:26]2[CH:31]=[CH:30][CH:29]=[CH:28][CH:27]=2)[CH:6]=[CH:5][C:4]([C:7]([N:9]2[CH2:17][C@H:16]([O:18][Si:19]([C:22]([CH3:25])([CH3:24])[CH3:23])([CH3:21])[CH3:20])[CH2:15][C@H:10]2[C:11](OC)=[O:12])=[O:8])=[CH:3][CH:2]=1.[BH4-].[Li+], predict the reaction product. The product is: [C:1]1([C:26]2[CH:27]=[CH:28][CH:29]=[CH:30][CH:31]=2)[CH:2]=[CH:3][C:4]([C:7]([N:9]2[CH2:17][C@H:16]([O:18][Si:19]([C:22]([CH3:23])([CH3:25])[CH3:24])([CH3:21])[CH3:20])[CH2:15][C@H:10]2[CH2:11][OH:12])=[O:8])=[CH:5][CH:6]=1. (2) Given the reactants [CH2:1]([N:3]([C:14]1[CH:19]=[CH:18][CH:17]=[CH:16][CH:15]=1)[CH2:4][CH2:5][O:6][C:7]1[CH:12]=[CH:11][C:10]([OH:13])=[CH:9][CH:8]=1)[CH3:2].[C:20]([O-])([O-])=O.[K+].[K+].CI, predict the reaction product. The product is: [CH2:1]([N:3]([CH2:4][CH2:5][O:6][C:7]1[CH:12]=[CH:11][C:10]([O:13][CH3:20])=[CH:9][CH:8]=1)[C:14]1[CH:19]=[CH:18][CH:17]=[CH:16][CH:15]=1)[CH3:2]. (3) Given the reactants CCN(C(C)C)C(C)C.[Cl:10][C:11]1[CH:19]=[C:18]([Cl:20])[C:17]([F:21])=[CH:16][C:12]=1[C:13]([OH:15])=O.C1C=CC2N(O)N=NC=2C=1.CCN=C=NCCCN(C)C.Cl.[O:44]=[C:45]([N:62]1[CH2:67][CH2:66][NH:65][CH2:64][CH2:63]1)[CH2:46][NH:47][C:48]([C:50]1[CH:55]=[CH:54][C:53]([C:56]2[CH:61]=[CH:60][CH:59]=[CH:58][CH:57]=2)=[CH:52][CH:51]=1)=[O:49], predict the reaction product. The product is: [Cl:10][C:11]1[CH:19]=[C:18]([Cl:20])[C:17]([F:21])=[CH:16][C:12]=1[C:13]([N:65]1[CH2:64][CH2:63][N:62]([C:45](=[O:44])[CH2:46][NH:47][C:48]([C:50]2[CH:55]=[CH:54][C:53]([C:56]3[CH:61]=[CH:60][CH:59]=[CH:58][CH:57]=3)=[CH:52][CH:51]=2)=[O:49])[CH2:67][CH2:66]1)=[O:15].